Dataset: NCI-60 drug combinations with 297,098 pairs across 59 cell lines. Task: Regression. Given two drug SMILES strings and cell line genomic features, predict the synergy score measuring deviation from expected non-interaction effect. (1) Drug 1: C1=NC2=C(N=C(N=C2N1C3C(C(C(O3)CO)O)O)F)N. Drug 2: C(CN)CNCCSP(=O)(O)O. Cell line: MDA-MB-435. Synergy scores: CSS=0.0520, Synergy_ZIP=0.839, Synergy_Bliss=1.81, Synergy_Loewe=-1.03, Synergy_HSA=-0.639. (2) Drug 1: CN1CCC(CC1)COC2=C(C=C3C(=C2)N=CN=C3NC4=C(C=C(C=C4)Br)F)OC. Drug 2: C1CCC(CC1)NC(=O)N(CCCl)N=O. Cell line: PC-3. Synergy scores: CSS=24.7, Synergy_ZIP=-3.33, Synergy_Bliss=4.77, Synergy_Loewe=1.55, Synergy_HSA=5.39. (3) Drug 1: CCC1(CC2CC(C3=C(CCN(C2)C1)C4=CC=CC=C4N3)(C5=C(C=C6C(=C5)C78CCN9C7C(C=CC9)(C(C(C8N6C)(C(=O)OC)O)OC(=O)C)CC)OC)C(=O)OC)O.OS(=O)(=O)O. Drug 2: CC(C)NC(=O)C1=CC=C(C=C1)CNNC.Cl. Cell line: MCF7. Synergy scores: CSS=3.91, Synergy_ZIP=-4.45, Synergy_Bliss=-7.72, Synergy_Loewe=-75.8, Synergy_HSA=-7.19.